Task: Predict which catalyst facilitates the given reaction.. Dataset: Catalyst prediction with 721,799 reactions and 888 catalyst types from USPTO (1) Reactant: [Cl:1][C:2]1[N:3]=[C:4](Cl)[C:5]2[CH:10]=[CH:9][N:8]([CH2:11][O:12][CH2:13][CH2:14][Si:15]([CH3:18])([CH3:17])[CH3:16])[C:6]=2[N:7]=1.[C:20]([O:24][C:25](=[O:34])[NH:26][C:27]1[CH:32]=[CH:31][CH:30]=[C:29]([OH:33])[CH:28]=1)([CH3:23])([CH3:22])[CH3:21].C([O-])([O-])=O.[K+].[K+].CCOC(C)=O. Product: [Cl:1][C:2]1[N:3]=[C:4]([O:33][C:29]2[CH:28]=[C:27]([NH:26][C:25](=[O:34])[O:24][C:20]([CH3:22])([CH3:21])[CH3:23])[CH:32]=[CH:31][CH:30]=2)[C:5]2[CH:10]=[CH:9][N:8]([CH2:11][O:12][CH2:13][CH2:14][Si:15]([CH3:18])([CH3:17])[CH3:16])[C:6]=2[N:7]=1. The catalyst class is: 10. (2) Product: [Cl:1][C:2]1[CH:7]=[CH:6][C:5]([C:8]2[C:13]([C:14]([OH:16])=[O:15])=[CH:12][N:11]=[CH:10][CH:9]=2)=[C:4]([F:18])[CH:3]=1. The catalyst class is: 24. Reactant: [Cl:1][C:2]1[CH:7]=[CH:6][C:5]([C:8]2[C:13]([C:14]([O:16]C)=[O:15])=[CH:12][N:11]=[CH:10][CH:9]=2)=[C:4]([F:18])[CH:3]=1.[OH-].[Na+].